Dataset: Reaction yield outcomes from USPTO patents with 853,638 reactions. Task: Predict the reaction yield, written as a fraction of the theoretical maximum amount of product (1.0 means a 100% yield; for example, 0.34 means a 34% yield). (1) The reactants are Br[CH2:2][C:3]1[CH:8]=[C:7]([CH2:9]Br)[C:6]([CH2:11]Br)=[CH:5][C:4]=1[CH2:13]Br.[P:15]([O:22]CC)([O:19]CC)[O:16]CC. The catalyst is Cl. The product is [C:7]1([CH2:9][P:15](=[O:16])([OH:22])[OH:19])[CH:8]=[C:3]([CH2:2][P:15](=[O:22])([OH:19])[OH:16])[C:4]([CH2:13][P:15](=[O:22])([OH:19])[OH:16])=[CH:5][C:6]=1[CH2:11][P:15](=[O:22])([OH:19])[OH:16]. The yield is 0.559. (2) The reactants are [N:1]1[CH:6]=[CH:5][CH:4]=[C:3]([C:7]2([OH:17])[CH2:16][CH2:15][C:10]3(OCC[O:11]3)[CH2:9][CH2:8]2)[N:2]=1.Cl. The catalyst is C1COCC1. The product is [OH:17][C:7]1([C:3]2[N:2]=[N:1][CH:6]=[CH:5][CH:4]=2)[CH2:16][CH2:15][C:10](=[O:11])[CH2:9][CH2:8]1. The yield is 0.520. (3) The reactants are [CH2:1]([NH:4][C:5]([NH:7][CH:8]1[CH2:13][CH2:12][O:11][CH2:10][CH2:9]1)=[O:6])[C:2]#[CH:3].[H-].[Na+]. The catalyst is C1COCC1. The product is [CH3:3][CH:2]1[N:7]([CH:8]2[CH2:9][CH2:10][O:11][CH2:12][CH2:13]2)[C:5](=[O:6])[NH:4][CH2:1]1. The yield is 0.470. (4) The reactants are [F:1][C:2]1[CH:7]=[C:6]([S:8]([CH3:11])(=[O:10])=[O:9])[CH:5]=[CH:4][C:3]=1[NH:12][NH2:13].C[O-].[Na+].C(O[CH:20]=[C:21]([C:24]#[N:25])[C:22]#[N:23])C. The catalyst is CO. The product is [NH2:25][C:24]1[N:12]([C:3]2[CH:4]=[CH:5][C:6]([S:8]([CH3:11])(=[O:10])=[O:9])=[CH:7][C:2]=2[F:1])[N:13]=[CH:20][C:21]=1[C:22]#[N:23]. The yield is 0.875. (5) The reactants are Cl[C:2]1[N:3]=[CH:4][C:5]([C:8]([NH2:10])=[O:9])=[N:6][CH:7]=1.[C:11]([O:15][C:16](=[O:34])[N:17]([CH2:26][C:27]1[CH:32]=[CH:31][C:30]([OH:33])=[CH:29][CH:28]=1)[CH2:18][CH2:19][C:20]1[CH:25]=[CH:24][CH:23]=[CH:22][CH:21]=1)([CH3:14])([CH3:13])[CH3:12].C([O-])([O-])=O.[K+].[K+]. The catalyst is CN(C=O)C. The product is [C:11]([O:15][C:16](=[O:34])[N:17]([CH2:26][C:27]1[CH:32]=[CH:31][C:30]([O:33][C:2]2[CH:7]=[N:6][C:5]([C:8](=[O:9])[NH2:10])=[CH:4][N:3]=2)=[CH:29][CH:28]=1)[CH2:18][CH2:19][C:20]1[CH:25]=[CH:24][CH:23]=[CH:22][CH:21]=1)([CH3:14])([CH3:12])[CH3:13]. The yield is 0.127. (6) The reactants are [OH:1][C:2]1[CH:7]=[CH:6][C:5]([CH2:8][C:9](=[O:13])[C:10]([OH:12])=[O:11])=[CH:4][CH:3]=1.C(N(CC)CC)C.B(Cl)([C@H]1[C@H](C)[C@H]2C(C)(C)[C@@H](C2)C1)[C@H]1[C@H](C)[C@@H]2C(C)(C)[C@@H](C2)C1.CCCCCC.[OH-].[Na+]. The catalyst is O1CCCC1. The product is [OH:13][C@H:9]([CH2:8][C:5]1[CH:4]=[CH:3][C:2]([OH:1])=[CH:7][CH:6]=1)[C:10]([OH:12])=[O:11]. The yield is 0.610. (7) The reactants are [F:1][C:2]1([F:38])[O:6][C:5]2[CH:7]=[CH:8][C:9]([C:11]3([C:14]([NH:16][C@H:17]4[C:26]5[C:21](=[CH:22][C:23]([OH:27])=[CH:24][CH:25]=5)[O:20][C@@H:19]([C:28]5[CH:37]=[CH:36][C:31]([C:32]([O:34]C)=[O:33])=[CH:30][CH:29]=5)[CH2:18]4)=[O:15])[CH2:13][CH2:12]3)=[CH:10][C:4]=2[O:3]1.[OH-].[Li+]. The catalyst is CO.O. The product is [F:38][C:2]1([F:1])[O:6][C:5]2[CH:7]=[CH:8][C:9]([C:11]3([C:14]([NH:16][C@H:17]4[C:26]5[C:21](=[CH:22][C:23]([OH:27])=[CH:24][CH:25]=5)[O:20][C@@H:19]([C:28]5[CH:37]=[CH:36][C:31]([C:32]([OH:34])=[O:33])=[CH:30][CH:29]=5)[CH2:18]4)=[O:15])[CH2:12][CH2:13]3)=[CH:10][C:4]=2[O:3]1. The yield is 0.930. (8) The reactants are [NH2:1][CH2:2][CH2:3][CH2:4][CH2:5][CH2:6][S:7]([NH:10][CH3:11])(=[O:9])=[O:8].[CH3:12][C:13]([O:16][C:17](O[C:17]([O:16][C:13]([CH3:15])([CH3:14])[CH3:12])=[O:18])=[O:18])([CH3:15])[CH3:14]. The catalyst is ClCCl. The product is [CH3:11][NH:10][S:7]([CH2:6][CH2:5][CH2:4][CH2:3][CH2:2][NH:1][C:17](=[O:18])[O:16][C:13]([CH3:15])([CH3:14])[CH3:12])(=[O:9])=[O:8]. The yield is 0.500. (9) The reactants are [CH2:1]([N:3]1[CH2:16][CH2:15][C:6]2[NH:7][C:8]3[CH:9]=[CH:10][C:11]([CH3:14])=[CH:12][C:13]=3[C:5]=2[CH2:4]1)[CH3:2].[CH2:17]=[CH:18][C:19]1[CH:24]=[CH:23][CH:22]=[CH:21][CH:20]=1.[H-].[Na+]. The catalyst is CN(C=O)C. The product is [CH2:1]([N:3]1[CH2:16][CH2:15][C:6]2[N:7]([CH2:17][CH2:18][C:19]3[CH:24]=[CH:23][CH:22]=[CH:21][CH:20]=3)[C:8]3[CH:9]=[CH:10][C:11]([CH3:14])=[CH:12][C:13]=3[C:5]=2[CH2:4]1)[CH3:2]. The yield is 0.0470.